This data is from Forward reaction prediction with 1.9M reactions from USPTO patents (1976-2016). The task is: Predict the product of the given reaction. (1) Given the reactants [CH3:1][O:2][C:3]1[CH:8]=[C:7]([O:9][CH3:10])[N:6]=[CH:5][C:4]=1[C:11]1[C:24]2[C:19](=[CH:20][C:21]([O:27][CH2:28][CH3:29])=[C:22]([O:25][CH3:26])[CH:23]=2)[C@@H:18]2[C@@H:13]([CH2:14][CH2:15][C@@H:16]([OH:30])[CH2:17]2)[N:12]=1.[C:31]([OH:38])(=[O:37])/[CH:32]=[CH:33]/[C:34]([OH:36])=[O:35], predict the reaction product. The product is: [C:31]([OH:38])(=[O:37])/[CH:32]=[CH:33]/[C:34]([OH:36])=[O:35].[CH3:1][O:2][C:3]1[CH:8]=[C:7]([O:9][CH3:10])[N:6]=[CH:5][C:4]=1[C:11]1[C:24]2[C:19](=[CH:20][C:21]([O:27][CH2:28][CH3:29])=[C:22]([O:25][CH3:26])[CH:23]=2)[C@@H:18]2[C@@H:13]([CH2:14][CH2:15][C@@H:16]([OH:30])[CH2:17]2)[N:12]=1. (2) Given the reactants [Cl:1][C:2]1[CH:9]=[C:6]([CH:7]=[O:8])[C:5]([OH:10])=[CH:4][CH:3]=1.[F:11][C:12]1[C:19]([F:20])=[CH:18][CH:17]=[CH:16][C:13]=1[CH2:14]Br.C([O-])([O-])=O.[K+].[K+].CCOCC, predict the reaction product. The product is: [Cl:1][C:2]1[CH:3]=[CH:4][C:5]([O:10][CH2:14][C:13]2[CH:16]=[CH:17][CH:18]=[C:19]([F:20])[C:12]=2[F:11])=[C:6]([CH:9]=1)[CH:7]=[O:8]. (3) Given the reactants [H-].[Na+].[F:3][C:4]([F:14])([F:13])[C:5]1[CH:12]=[CH:11][C:8]([CH:9]=O)=[CH:7][CH:6]=1.[C:15]([O:18][CH2:19][CH3:20])(=[O:17])[CH3:16], predict the reaction product. The product is: [F:3][C:4]([F:14])([F:13])[C:5]1[CH:12]=[CH:11][C:8](/[CH:9]=[CH:16]/[C:15]([O:18][CH2:19][CH3:20])=[O:17])=[CH:7][CH:6]=1.